This data is from Catalyst prediction with 721,799 reactions and 888 catalyst types from USPTO. The task is: Predict which catalyst facilitates the given reaction. (1) Reactant: [C:1]([N:4]1[CH2:9][CH2:8][C:7](=[O:10])[CH2:6][CH2:5]1)(=[O:3])[CH3:2].[CH3:11]C([O-])(C)C.[K+].[Br:17][C:18]1[CH:23]=[CH:22][C:21]([N:24]=[C:25]=[S:26])=[CH:20][CH:19]=1.CI. Product: [C:1]([N:4]1[CH2:9][CH2:8][C:7](=[O:10])/[C:6](=[C:25](/[NH:24][C:21]2[CH:22]=[CH:23][C:18]([Br:17])=[CH:19][CH:20]=2)\[S:26][CH3:11])/[CH2:5]1)(=[O:3])[CH3:2]. The catalyst class is: 20. (2) Reactant: [C:1]1([C:27]2[CH:32]=[CH:31][CH:30]=[CH:29][CH:28]=2)[CH:6]=[CH:5][C:4]([C:7]2[N:12]=[C:11]3[N:13]=[C:14]([O:16][C@H:17]4[CH2:22][O:21][C@H:20]([CH2:23][OH:24])[C@@H:19]([OH:25])[CH2:18]4)[NH:15][C:10]3=[CH:9][C:8]=2[Cl:26])=[CH:3][CH:2]=1.C(N([CH2:38][CH3:39])CC)C.[Si:40](Cl)([CH2:45][CH3:46])([CH2:43][CH3:44])[CH2:41][CH3:42].C(=O)(O)[O-].[Na+].[CH3:53][Si:54]([CH2:57][CH2:58][O:59][CH2:60]Cl)([CH3:56])[CH3:55]. Product: [C:1]1([C:27]2[CH:32]=[CH:31][CH:30]=[CH:29][CH:28]=2)[CH:2]=[CH:3][C:4]([C:7]2[N:12]=[C:11]3[N:13]=[C:14]([O:16][C@@H:17]4[CH2:18][C@H:19]([O:25][Si:40]([CH2:45][CH3:46])([CH2:43][CH3:44])[CH2:41][CH3:42])[C@@H:20]([CH2:23][O:24][Si:40]([CH2:38][CH3:39])([CH2:43][CH3:44])[CH2:41][CH3:42])[O:21][CH2:22]4)[N:15]([CH2:60][O:59][CH2:58][CH2:57][Si:54]([CH3:56])([CH3:55])[CH3:53])[C:10]3=[CH:9][C:8]=2[Cl:26])=[CH:5][CH:6]=1. The catalyst class is: 3.